This data is from Reaction yield outcomes from USPTO patents with 853,638 reactions. The task is: Predict the reaction yield, written as a fraction of the theoretical maximum amount of product (1.0 means a 100% yield; for example, 0.34 means a 34% yield). (1) The reactants are [F:1][C:2]([F:32])([F:31])[C:3]1[CH:26]=[C:25]([C:27]([F:30])([F:29])[F:28])[CH:24]=[CH:23][C:4]=1[CH2:5][O:6][C:7]1[CH:12]=[CH:11][C:10](/[CH:13]=[C:14]2/[C:15]([NH:20][CH3:21])=[N:16][C:17](=[O:19])[S:18]/2)=[CH:9][C:8]=1[F:22].[C:33](=O)([O-])[O-].[K+].[K+].CI.O. The catalyst is CN(C)C=O. The product is [F:32][C:2]([F:1])([F:31])[C:3]1[CH:26]=[C:25]([C:27]([F:30])([F:29])[F:28])[CH:24]=[CH:23][C:4]=1[CH2:5][O:6][C:7]1[CH:12]=[CH:11][C:10](/[CH:13]=[C:14]2/[C:15](=[N:20]\[CH3:21])/[N:16]([CH3:33])[C:17](=[O:19])[S:18]/2)=[CH:9][C:8]=1[F:22]. The yield is 0.150. (2) The reactants are [Cl:1][C:2]1[CH:7]=[CH:6][C:5]([N:8]=[C:9]=[O:10])=[CH:4][CH:3]=1.[CH2:11]([NH:18][C:19]([C:21]1[S:25][C:24]([NH2:26])=[N:23][C:22]=1[CH3:27])=[O:20])[C:12]1[CH:17]=[CH:16][CH:15]=[CH:14][CH:13]=1. No catalyst specified. The product is [CH2:11]([NH:18][C:19]([C:21]1[S:25][C:24]([NH:26][C:9]([NH:8][C:5]2[CH:6]=[CH:7][C:2]([Cl:1])=[CH:3][CH:4]=2)=[O:10])=[N:23][C:22]=1[CH3:27])=[O:20])[C:12]1[CH:17]=[CH:16][CH:15]=[CH:14][CH:13]=1. The yield is 0.620. (3) The catalyst is O1CCCC1. The product is [C:34]([O:38][C:39](=[O:42])[N:40]([C:2]1[CH:3]=[C:4]2[C:9](=[CH:10][CH:11]=1)[N:8]=[C:7]([C:12]1[CH:17]=[CH:16][CH:15]=[CH:14][C:13]=1[F:18])[N:6]=[C:5]2[N:19]1[C:27]2[CH:26]=[CH:25][N:24]=[CH:23][C:22]=2[CH:21]=[CH:20]1)[CH3:41])([CH3:37])([CH3:36])[CH3:35]. The yield is 0.580. The reactants are Br[C:2]1[CH:3]=[C:4]2[C:9](=[CH:10][CH:11]=1)[N:8]=[C:7]([C:12]1[CH:17]=[CH:16][CH:15]=[CH:14][C:13]=1[F:18])[N:6]=[C:5]2[N:19]1[C:27]2[CH:26]=[CH:25][N:24]=[CH:23][C:22]=2[CH:21]=[CH:20]1.C(=O)([O-])[O-].[Cs+].[Cs+].[C:34]([O:38][C:39](=[O:42])[NH:40][CH3:41])([CH3:37])([CH3:36])[CH3:35].O. (4) The reactants are CO[C:3](=[O:24])[C:4]1[CH:9]=[CH:8][C:7]([O:10][CH2:11][C:12]2[C:13]([C:18]3[CH:23]=[CH:22][CH:21]=[CH:20][N:19]=3)=[N:14][O:15][C:16]=2[CH3:17])=[N:6][CH:5]=1.[NH:25]1[CH2:30][CH2:29][O:28][CH2:27][CH2:26]1. No catalyst specified. The product is [CH3:17][C:16]1[O:15][N:14]=[C:13]([C:18]2[CH:23]=[CH:22][CH:21]=[CH:20][N:19]=2)[C:12]=1[CH2:11][O:10][C:7]1[N:6]=[CH:5][C:4]([C:3]([N:25]2[CH2:30][CH2:29][O:28][CH2:27][CH2:26]2)=[O:24])=[CH:9][CH:8]=1. The yield is 0.790.